From a dataset of Forward reaction prediction with 1.9M reactions from USPTO patents (1976-2016). Predict the product of the given reaction. (1) The product is: [C:31]([O:35][C:36](=[O:48])[CH2:37][O:38][C:39]1[CH:44]=[CH:43][C:42]([Cl:45])=[CH:41][C:40]=1[C:46]#[C:47][C:50]1[CH:51]=[C:52]([S:57]([N:60]([CH2:64][CH2:65][CH3:66])[CH2:61][CH2:62][CH3:63])(=[O:58])=[O:59])[CH:53]=[CH:54][C:55]=1[CH3:56])([CH3:34])([CH3:33])[CH3:32]. Given the reactants C(OC(=O)COC1C=CC(Cl)=CC=1C#CC1C=CC=C(S(CCC)(=O)=O)C=1)(C)(C)C.[C:31]([O:35][C:36](=[O:48])[CH2:37][O:38][C:39]1[CH:44]=[CH:43][C:42]([Cl:45])=[CH:41][C:40]=1[C:46]#[CH:47])([CH3:34])([CH3:33])[CH3:32].Br[C:50]1[CH:51]=[C:52]([S:57]([N:60]([CH2:64][CH2:65][CH3:66])[CH2:61][CH2:62][CH3:63])(=[O:59])=[O:58])[CH:53]=[CH:54][C:55]=1[CH3:56], predict the reaction product. (2) Given the reactants FC(F)(F)C(O)=O.[C:8]([NH:16][C:17]1[CH:29]=[C:28]([O:30][C:31]2[CH:36]=[CH:35][CH:34]=[C:33]([N+:37]([O-:39])=[O:38])[CH:32]=2)[CH:27]=[CH:26][C:18]=1[C:19]([O:21]C(C)(C)C)=[O:20])(=[O:15])[C:9]1[CH:14]=[CH:13][CH:12]=[CH:11][CH:10]=1, predict the reaction product. The product is: [C:8]([NH:16][C:17]1[CH:29]=[C:28]([O:30][C:31]2[CH:36]=[CH:35][CH:34]=[C:33]([N+:37]([O-:39])=[O:38])[CH:32]=2)[CH:27]=[CH:26][C:18]=1[C:19]([OH:21])=[O:20])(=[O:15])[C:9]1[CH:10]=[CH:11][CH:12]=[CH:13][CH:14]=1. (3) The product is: [CH3:1][C:2]1[NH:3][C:4]2[C:9]([C:10]=1[CH3:11])=[CH:8][CH:7]=[CH:6][C:5]=2[NH2:12]. Given the reactants [CH3:1][C:2]1[NH:3][C:4]2[C:9]([C:10]=1[CH3:11])=[CH:8][CH:7]=[CH:6][C:5]=2[N+:12]([O-])=O.NC1C2N=C(CO)NC=2C=CC=1, predict the reaction product. (4) Given the reactants [C:1]1([C:7]2[NH:11][N:10]=[N:9][N:8]=2)[CH:6]=[CH:5][CH:4]=[CH:3][CH:2]=1.[NH:12]1[CH2:17][CH2:16][S:15][CH2:14][CH2:13]1.[CH2:18]=O, predict the reaction product. The product is: [C:1]1([C:7]2[N:11]([CH2:18][N:12]3[CH2:17][CH2:16][S:15][CH2:14][CH2:13]3)[N:10]=[N:9][N:8]=2)[CH:2]=[CH:3][CH:4]=[CH:5][CH:6]=1. (5) Given the reactants [NH:1]1[CH2:5][CH2:4][CH:3]([OH:6])[CH2:2]1.[C:7](O[C:7]([O:9][C:10]([CH3:13])([CH3:12])[CH3:11])=[O:8])([O:9][C:10]([CH3:13])([CH3:12])[CH3:11])=[O:8].C(=O)(O)[O-].[Na+], predict the reaction product. The product is: [OH:6][CH:3]1[CH2:4][CH2:5][N:1]([C:7]([O:9][C:10]([CH3:13])([CH3:12])[CH3:11])=[O:8])[CH2:2]1. (6) Given the reactants [CH3:1][O:2][C:3]1[C:8]([CH3:9])=[CH:7][C:6]([C:10](=[O:12])[CH3:11])=[C:5]([CH3:13])[CH:4]=1.C([O:16][C:17](=O)[C:18]([F:21])([F:20])[F:19])C.[O-]CC.[Na+].Cl, predict the reaction product. The product is: [F:19][C:18]([F:21])([F:20])[C:17](=[O:16])[CH2:11][C:10]([C:6]1[CH:7]=[C:8]([CH3:9])[C:3]([O:2][CH3:1])=[CH:4][C:5]=1[CH3:13])=[O:12].